Dataset: Full USPTO retrosynthesis dataset with 1.9M reactions from patents (1976-2016). Task: Predict the reactants needed to synthesize the given product. (1) Given the product [CH:1]1([CH2:7][C:8]2[C:16]3[C:11](=[CH:12][CH:13]=[C:14]([O:17][C:18]4[C:19]([C:30]([F:31])([F:32])[F:33])=[CH:20][C:21]([CH2:22][OH:23])=[CH:24][C:25]=4[C:26]([F:29])([F:27])[F:28])[CH:15]=3)[NH:10][CH:9]=2)[CH2:6][CH2:5][CH2:4][CH2:3][CH2:2]1, predict the reactants needed to synthesize it. The reactants are: [CH:1]1([CH2:7][C:8]2[C:16]3[C:11](=[CH:12][CH:13]=[C:14]([O:17][C:18]4[C:25]([C:26]([F:29])([F:28])[F:27])=[CH:24][C:21]([CH:22]=[O:23])=[CH:20][C:19]=4[C:30]([F:33])([F:32])[F:31])[CH:15]=3)[NH:10][CH:9]=2)[CH2:6][CH2:5][CH2:4][CH2:3][CH2:2]1.[BH4-].[Na+]. (2) Given the product [CH3:14][CH:13]([C:9]1[C:8]([CH2:7][CH2:6][CH2:5][OH:4])=[CH:12][N:11]([C:17]2[CH:22]=[CH:21][C:20]([CH3:23])=[CH:19][N:18]=2)[N:10]=1)[CH3:15], predict the reactants needed to synthesize it. The reactants are: COC[O:4][CH2:5][CH2:6][CH2:7][C:8]1[C:9]([CH:13]([CH3:15])[CH3:14])=[N:10][NH:11][CH:12]=1.Cl[C:17]1[CH:22]=[CH:21][C:20]([CH3:23])=[CH:19][N:18]=1.[H-].[Na+].[H][H]. (3) Given the product [C:1]([NH:5][C:6]([C:8]1[C:16]2[C:11](=[N:12][CH:13]=[C:14]([NH:17][C:18]3[CH:23]=[N:22][C:21]([CH3:24])=[CH:20][N:19]=3)[N:15]=2)[NH:10][CH:9]=1)=[O:7])([CH3:4])([CH3:3])[CH3:2], predict the reactants needed to synthesize it. The reactants are: [C:1]([NH:5][C:6]([C:8]1[C:16]2[C:11](=[N:12][CH:13]=[C:14]([NH:17][C:18]3[CH:23]=[N:22][C:21]([CH3:24])=[CH:20][N:19]=3)[N:15]=2)[N:10](COCC[Si](C)(C)C)[CH:9]=1)=[O:7])([CH3:4])([CH3:3])[CH3:2].FC(F)(F)C(O)=O. (4) Given the product [Cl:14][C:15]1[CH:16]=[CH:17][C:18]([C:21]2[CH:22]=[CH:23][C:24]([C:9]#[C:8][Si:10]([CH3:13])([CH3:12])[CH3:11])=[N:25][CH:26]=2)=[CH:19][CH:20]=1, predict the reactants needed to synthesize it. The reactants are: C(N(CC)CC)C.[C:8]([Si:10]([CH3:13])([CH3:12])[CH3:11])#[CH:9].[Cl:14][C:15]1[CH:20]=[CH:19][C:18]([C:21]2[CH:22]=[CH:23][C:24](I)=[N:25][CH:26]=2)=[CH:17][CH:16]=1. (5) Given the product [F:2][C:3]([F:34])([F:33])[C:4]1[CH:28]=[C:27]([C:29]([F:31])([F:32])[F:30])[CH:26]=[CH:25][C:5]=1[CH2:6][N:7]1[CH2:8][CH2:9][CH:10](/[CH:13]=[C:14]2/[C:15]([NH:20][CH2:43][C:41]([N:37]3[CH2:35][CH2:36][N:45]([CH3:50])[CH2:40][CH2:38]3)=[O:58])=[N:16][C:17](=[O:19])[S:18]/2)[CH2:11][CH2:12]1, predict the reactants needed to synthesize it. The reactants are: Cl.[F:2][C:3]([F:34])([F:33])[C:4]1[CH:28]=[C:27]([C:29]([F:32])([F:31])[F:30])[CH:26]=[CH:25][C:5]=1[CH2:6][N:7]1[CH2:12][CH2:11][CH:10](/[CH:13]=[C:14]2/[C:15]([NH:20]CC(O)=O)=[N:16][C:17](=[O:19])[S:18]/2)[CH2:9][CH2:8]1.[CH2:35]([N:37]([CH:41]([CH3:43])C)[CH:38]([CH3:40])C)[CH3:36].C[N:45]1[CH2:50]CNCC1.CN(C([O:58]N1N=NC2C=CC=NC1=2)=[N+](C)C)C.F[P-](F)(F)(F)(F)F. (6) Given the product [CH2:17]([O:19][C:20](=[O:31])[CH:21]([CH:22]1[CH2:27][CH2:26][CH2:25][CH2:24][CH2:23]1)[C:28]([N:1]1[C:5]2[CH:6]=[CH:7][CH:8]=[CH:9][C:4]=2[N:3]=[N:2]1)=[O:29])[CH3:18], predict the reactants needed to synthesize it. The reactants are: [NH:1]1[C:5]2[CH:6]=[CH:7][CH:8]=[CH:9][C:4]=2[N:3]=[N:2]1.CCN(CC)CC.[CH2:17]([O:19][C:20](=[O:31])[CH:21]([C:28](Cl)=[O:29])[CH:22]1[CH2:27][CH2:26][CH2:25][CH2:24][CH2:23]1)[CH3:18]. (7) Given the product [ClH:8].[NH2:1][C:2]1[N:7]=[C:6]([NH:9][C:10]2[CH:11]=[C:12]([CH:16]=[CH:17][CH:18]=2)[C:13]([NH2:15])=[O:14])[CH:5]=[CH:4][N:3]=1, predict the reactants needed to synthesize it. The reactants are: [NH2:1][C:2]1[N:7]=[C:6]([Cl:8])[CH:5]=[CH:4][N:3]=1.[NH2:9][C:10]1[CH:11]=[C:12]([CH:16]=[CH:17][CH:18]=1)[C:13]([NH2:15])=[O:14].Cl. (8) Given the product [CH2:31]([O:32][C:48]#[C:47][C:46]([CH3:45])([CH3:49])[CH3:50])[C:25]1[CH:26]=[CH:27][CH:28]=[CH:29][CH:30]=1, predict the reactants needed to synthesize it. The reactants are: [CH:25]1[CH:30]=[CH:29][C:28](P([C:25]2[CH:30]=[CH:29][CH:28]=[CH:27][CH:26]=2)CCCCP([C:25]2[CH:30]=[CH:29][CH:28]=[CH:27][CH:26]=2)[C:25]2[CH:30]=[CH:29][CH:28]=[CH:27][CH:26]=2)=[CH:27][CH:26]=1.[C:31]([O-])([O-])=[O:32].[K+].[K+].C(O[CH2:45][C:46]([CH3:50])([CH3:49])[C:47]#[CH:48])C1C=CC=CC=1. (9) Given the product [NH2:27][C:23]1[O:24][CH2:25][CH2:26][C@:21]2([C:9]3[CH:8]=[C:7]([C:3]4[CH2:2][O:1][CH2:6][CH2:5][CH:4]=4)[N:12]=[C:11]([F:13])[C:10]=3[O:14][C:15]3[C:20]2=[CH:19][C:18]([NH:28][C:36](=[O:37])[C:33]2[CH:32]=[CH:31][C:30]([Cl:29])=[CH:35][N:34]=2)=[CH:17][CH:16]=3)[N:22]=1, predict the reactants needed to synthesize it. The reactants are: [O:1]1[CH2:6][CH2:5][CH:4]=[C:3]([C:7]2[N:12]=[C:11]([F:13])[C:10]3[O:14][C:15]4[C:20]([C@@:21]5([CH2:26][CH2:25][O:24][C:23]([NH2:27])=[N:22]5)[C:9]=3[CH:8]=2)=[CH:19][C:18]([NH2:28])=[CH:17][CH:16]=4)[CH2:2]1.[Cl:29][C:30]1[CH:31]=[CH:32][C:33]([C:36](O)=[O:37])=[N:34][CH:35]=1.CCN(C(C)C)C(C)C. (10) Given the product [CH2:36]([O:38][C:39](=[O:59])[CH:40]([C:42]1[O:46][C:45]([C:47]2[CH:52]=[CH:51][C:50]([C:53]3[CH:58]=[CH:57][CH:56]=[CH:55][CH:54]=3)=[CH:49][CH:48]=2)=[CH:44][CH:43]=1)[OH:41])[CH3:37], predict the reactants needed to synthesize it. The reactants are: C([C@H]1COC(C)(C)N1C(=O)C(C1C=CN(C2C=CC(C3C=CC=CC=3)=CC=2)C=1)O)C1C=CC=CC=1.[CH2:36]([O:38][C:39](=[O:59])[C:40]([C:42]1[O:46][C:45]([C:47]2[CH:52]=[CH:51][C:50]([C:53]3[CH:58]=[CH:57][CH:56]=[CH:55][CH:54]=3)=[CH:49][CH:48]=2)=[CH:44][CH:43]=1)=[O:41])[CH3:37].[BH4-].[Na+].